This data is from Full USPTO retrosynthesis dataset with 1.9M reactions from patents (1976-2016). The task is: Predict the reactants needed to synthesize the given product. (1) The reactants are: [N:1]1[CH:6]=[CH:5][CH:4]=[CH:3][C:2]=1[C:7]([C:9]1([C:17]2[CH:22]=[CH:21][N:20]=[C:19]([C:23]([F:26])([F:25])[F:24])[CH:18]=2)[CH2:12][C:11]2([O:16][CH2:15][CH2:14][O:13]2)[CH2:10]1)=[O:8].[BH4-].[Na+].O. Given the product [N:1]1[CH:6]=[CH:5][CH:4]=[CH:3][C:2]=1[CH:7]([C:9]1([C:17]2[CH:22]=[CH:21][N:20]=[C:19]([C:23]([F:25])([F:26])[F:24])[CH:18]=2)[CH2:12][C:11]2([O:13][CH2:14][CH2:15][O:16]2)[CH2:10]1)[OH:8], predict the reactants needed to synthesize it. (2) Given the product [C:14]1(=[O:20])[CH2:13][C@H:12]2[C@@H:11]([CH2:10][CH2:9][C@H:8]3[C@H:7]4[C:19](=[CH:22][C:4](=[O:3])[CH2:5][CH2:6]4)[CH2:18][CH2:17][C@@H:16]32)[CH2:15]1, predict the reactants needed to synthesize it. The reactants are: [OH-].[Na+].[O:3]=[C:4]([CH3:22])[CH2:5][CH2:6][C@H:7]1[C@H:19]2[C@@H:11]([C@@H:12]3[C@@H:16]([CH2:17][CH2:18]2)[CH2:15][C:14](=[O:20])[CH2:13]3)[CH2:10][CH2:9][C:8]1=O.Cl.